Dataset: Full USPTO retrosynthesis dataset with 1.9M reactions from patents (1976-2016). Task: Predict the reactants needed to synthesize the given product. (1) Given the product [C:42]1([CH:35]([C:36]2[CH:37]=[CH:38][CH:39]=[CH:40][CH:41]=2)[CH2:34][CH2:33][O:32][C:30](=[O:31])[C:20]2[C:21]([C:22]3[CH:23]=[C:24]([Cl:29])[CH:25]=[C:26]([Cl:28])[CH:27]=3)=[C:16]([C:14]([N:11]3[CH2:12][CH2:13][NH:8][CH2:9][CH2:10]3)=[O:15])[C:17]([CH3:49])=[N:18][C:19]=2[CH3:48])[CH:47]=[CH:46][CH:45]=[CH:44][CH:43]=1, predict the reactants needed to synthesize it. The reactants are: C(OC([N:8]1[CH2:13][CH2:12][N:11]([C:14]([C:16]2[CH:21]([C:22]3[CH:27]=[C:26]([Cl:28])[CH:25]=[C:24]([Cl:29])[CH:23]=3)[C:20]([C:30]([O:32][CH2:33][CH2:34][CH:35]([C:42]3[CH:47]=[CH:46][CH:45]=[CH:44][CH:43]=3)[C:36]3[CH:41]=[CH:40][CH:39]=[CH:38][CH:37]=3)=[O:31])=[C:19]([CH3:48])[NH:18][C:17]=2[CH3:49])=[O:15])[CH2:10][CH2:9]1)=O)(C)(C)C.FC(F)(F)C([O-])=O. (2) The reactants are: Br[C:2]1[S:6][C:5]([CH:7]=[O:8])=[CH:4][C:3]=1[C:9]1[C:10]([F:15])=[N:11][CH:12]=[CH:13][CH:14]=1.C(=O)([O-])[O-].[K+].[K+].[SH:22][C:23]1[CH:28]=[CH:27][CH:26]=[CH:25][N:24]=1.O. Given the product [F:15][C:10]1[C:9]([C:3]2[CH:4]=[C:5]([CH:7]=[O:8])[S:6][C:2]=2[S:22][C:23]2[CH:28]=[CH:27][CH:26]=[CH:25][N:24]=2)=[CH:14][CH:13]=[CH:12][N:11]=1, predict the reactants needed to synthesize it.